Dataset: Catalyst prediction with 721,799 reactions and 888 catalyst types from USPTO. Task: Predict which catalyst facilitates the given reaction. (1) Reactant: [C@@:1]12([OH:10])[N:8]([CH3:9])[C@@H:5]([CH2:6][CH2:7]1)[CH2:4][CH:3]=[CH:2]2.[F:11][CH:12]([F:30])[C:13]1([C:27]([OH:29])=[O:28])[C:26]2[CH:25]=[CH:24][CH:23]=[CH:22][C:21]=2[O:20][C:19]2[C:14]1=[CH:15][CH:16]=[CH:17][CH:18]=2.CBr. Product: [C@@:1]12([OH:10])[N:8]([CH3:9])[C@@H:5]([CH2:6][CH2:7]1)[CH2:4][CH:3]=[CH:2]2.[F:30][CH:12]([F:11])[C:13]1([C:27]([O-:29])=[O:28])[C:26]2[CH:25]=[CH:24][CH:23]=[CH:22][C:21]=2[O:20][C:19]2[C:14]1=[CH:15][CH:16]=[CH:17][CH:18]=2. The catalyst class is: 10. (2) Reactant: [H-].[Na+].[Cl:3][C:4]1[C:8]([N:9]([CH2:18][CH3:19])[C:10](=[O:17])[CH2:11][CH:12]2[CH2:15][NH:14][C:13]2=[O:16])=[CH:7][N:6]([C:20]2[CH:21]=[N:22][CH:23]=[CH:24][CH:25]=2)[N:5]=1.[CH3:26]I. Product: [Cl:3][C:4]1[C:8]([N:9]([CH2:18][CH3:19])[C:10](=[O:17])[CH2:11][CH:12]2[CH2:15][N:14]([CH3:26])[C:13]2=[O:16])=[CH:7][N:6]([C:20]2[CH:21]=[N:22][CH:23]=[CH:24][CH:25]=2)[N:5]=1. The catalyst class is: 3. (3) Reactant: [CH3:1][C:2]1[CH:3]=[C:4]([CH:9]=[C:10]([CH3:26])[C:11]=1[CH2:12][C:13]1[CH:18]=[CH:17][C:16]([O:19][CH2:20][O:21][CH3:22])=[C:15]([CH:23]([CH3:25])[CH3:24])[CH:14]=1)[C:5]([O:7]C)=[O:6].[OH-].[Na+].Cl. Product: [CH3:26][C:10]1[CH:9]=[C:4]([CH:3]=[C:2]([CH3:1])[C:11]=1[CH2:12][C:13]1[CH:18]=[CH:17][C:16]([O:19][CH2:20][O:21][CH3:22])=[C:15]([CH:23]([CH3:24])[CH3:25])[CH:14]=1)[C:5]([OH:7])=[O:6]. The catalyst class is: 5. (4) Product: [CH2:15]([N:13]([CH3:14])[C:12]([N:6]1[CH2:7][CH2:8][CH:9]([OH:11])[CH2:10][CH:5]1[C:3]([OH:4])=[O:2])=[O:21])[CH2:16][CH2:17][CH2:18][CH:19]=[CH2:20]. The catalyst class is: 30. Reactant: C[O:2][C:3]([CH:5]1[CH2:10][CH:9]([OH:11])[CH2:8][CH2:7][N:6]1[C:12](=[O:21])[N:13]([CH2:15][CH2:16][CH2:17][CH2:18][CH:19]=[CH2:20])[CH3:14])=[O:4].[Li+].[OH-].Cl. (5) Reactant: [Br:1][C:2]1[CH:3]=[C:4]([C:11]([OH:13])=O)[C:5]2[O:9][CH2:8][CH2:7][C:6]=2[CH:10]=1.[NH2:14][C:15]1[C:20](O)=[CH:19][CH:18]=[CH:17][N:16]=1. Product: [Br:1][C:2]1[CH:3]=[C:4]([C:11]2[O:13][C:20]3[C:15]([N:14]=2)=[N:16][CH:17]=[CH:18][CH:19]=3)[C:5]2[O:9][CH2:8][CH2:7][C:6]=2[CH:10]=1. The catalyst class is: 6. (6) The catalyst class is: 3. Reactant: CC1C=CC(S([C:11]2[N:15]3[CH:16]=[CH:17][N:18]=[C:14]3[S:13][N:12]=2)(=O)=O)=CC=1.[NH2:19][CH2:20][CH2:21][CH2:22][CH2:23][CH2:24][CH2:25][NH:26][S:27]([C:30]1[C:39]2[C:34](=[CH:35][CH:36]=[CH:37][CH:38]=2)[CH:33]=[CH:32][CH:31]=1)(=[O:29])=[O:28].C(N(CC)CC)C. Product: [S:13]1[C:14]2=[N:18][CH:17]=[CH:16][N:15]2[C:11]([NH:19][CH2:20][CH2:21][CH2:22][CH2:23][CH2:24][CH2:25][NH:26][S:27]([C:30]2[C:39]3[C:34](=[CH:35][CH:36]=[CH:37][CH:38]=3)[CH:33]=[CH:32][CH:31]=2)(=[O:29])=[O:28])=[N:12]1. (7) Reactant: C(NC1N=C(S(C)=O)C(C(N)=O)=CN=1)(C)(C)C.Cl.N[C@H]1C[C@@H](O)C(C)(C)CC1.Cl.N[C@@H]1C[C@H](O)C(C)(C)CC1.CCN(C(C)C)C(C)C.C(O)(C(F)(F)F)=O.C(=O)(O)[O-].[C:60]([NH:64][C:65]1[N:70]=[C:69]([NH:71][C@@H:72]2[CH2:77][CH2:76][C:75]([CH3:79])([CH3:78])[C@H:74]([OH:80])[CH2:73]2)[C:68]([C:81]([NH2:83])=[O:82])=[CH:67][N:66]=1)([CH3:63])([CH3:62])[CH3:61]. Product: [C:60]([NH:64][C:65]1[N:70]=[C:69]([NH:71][C@H:72]2[CH2:77][CH2:76][C:75]([CH3:78])([CH3:79])[C@@H:74]([OH:80])[CH2:73]2)[C:68]([C:81]([NH2:83])=[O:82])=[CH:67][N:66]=1)([CH3:61])([CH3:62])[CH3:63]. The catalyst class is: 3. (8) Reactant: [CH3:1][O:2][CH:3]([O:12][CH3:13])[CH2:4][NH:5][CH:6]1[CH2:11][CH2:10][CH2:9][CH2:8][CH2:7]1.[CH3:14][N:15]1[CH:19]=[C:18]([C:20]2[CH:21]=[C:22]([CH:31]=[CH:32][CH:33]=2)[CH2:23][CH2:24][O:25][CH2:26][CH2:27][C:28](O)=[O:29])[CH:17]=[N:16]1.C(P1(=O)OP(CCC)(=O)OP(CCC)(=O)O1)CC.C(=O)(O)[O-].[Na+].C(OC(C)C)(=O)C. Product: [CH:6]1([N:5]([CH2:4][CH:3]([O:12][CH3:13])[O:2][CH3:1])[C:28](=[O:29])[CH2:27][CH2:26][O:25][CH2:24][CH2:23][C:22]2[CH:31]=[CH:32][CH:33]=[C:20]([C:18]3[CH:17]=[N:16][N:15]([CH3:14])[CH:19]=3)[CH:21]=2)[CH2:11][CH2:10][CH2:9][CH2:8][CH2:7]1. The catalyst class is: 571. (9) Reactant: C([O:3][C:4](=O)[CH2:5][CH:6]1[CH2:10][CH2:9][CH2:8][O:7]1)C.O.[NH2:13][NH2:14]. Product: [O:7]1[CH2:8][CH2:9][CH2:10][CH:6]1[CH2:5][C:4]([NH:13][NH2:14])=[O:3]. The catalyst class is: 51.